This data is from Full USPTO retrosynthesis dataset with 1.9M reactions from patents (1976-2016). The task is: Predict the reactants needed to synthesize the given product. Given the product [Cl:1][C:2]1[CH:7]=[CH:6][CH:5]=[CH:4][C:3]=1[C:8]1[C:17]([CH:18]=[O:40])=[CH:16][C:15]2[C:10](=[CH:11][C:12]([F:20])=[CH:13][CH:14]=2)[N:9]=1, predict the reactants needed to synthesize it. The reactants are: [Cl:1][C:2]1[CH:7]=[CH:6][CH:5]=[CH:4][C:3]=1[C:8]1[C:17]([C:18]#N)=[CH:16][C:15]2[C:10](=[CH:11][C:12]([F:20])=[CH:13][CH:14]=2)[N:9]=1.C1(C)C=CC=CC=1.CC(C[AlH]CC(C)C)C.Cl.C([O-])(=[O:40])C.[K+].